Task: Regression. Given two drug SMILES strings and cell line genomic features, predict the synergy score measuring deviation from expected non-interaction effect.. Dataset: NCI-60 drug combinations with 297,098 pairs across 59 cell lines (1) Drug 1: C1CN1C2=NC(=NC(=N2)N3CC3)N4CC4. Drug 2: CN(C(=O)NC(C=O)C(C(C(CO)O)O)O)N=O. Cell line: SK-OV-3. Synergy scores: CSS=20.3, Synergy_ZIP=-6.56, Synergy_Bliss=2.26, Synergy_Loewe=-19.7, Synergy_HSA=1.04. (2) Drug 1: CCCS(=O)(=O)NC1=C(C(=C(C=C1)F)C(=O)C2=CNC3=C2C=C(C=N3)C4=CC=C(C=C4)Cl)F. Drug 2: CC1=C(C=C(C=C1)NC2=NC=CC(=N2)N(C)C3=CC4=NN(C(=C4C=C3)C)C)S(=O)(=O)N.Cl. Cell line: 786-0. Synergy scores: CSS=9.83, Synergy_ZIP=1.61, Synergy_Bliss=10.3, Synergy_Loewe=9.82, Synergy_HSA=10.4. (3) Drug 1: CN1C2=C(C=C(C=C2)N(CCCl)CCCl)N=C1CCCC(=O)O.Cl. Drug 2: C1CN(CCN1C(=O)CCBr)C(=O)CCBr. Cell line: MALME-3M. Synergy scores: CSS=8.62, Synergy_ZIP=-1.68, Synergy_Bliss=-0.0682, Synergy_Loewe=-3.48, Synergy_HSA=-0.272. (4) Drug 1: C1=NC(=NC(=O)N1C2C(C(C(O2)CO)O)O)N. Drug 2: CS(=O)(=O)CCNCC1=CC=C(O1)C2=CC3=C(C=C2)N=CN=C3NC4=CC(=C(C=C4)OCC5=CC(=CC=C5)F)Cl. Cell line: MDA-MB-231. Synergy scores: CSS=1.57, Synergy_ZIP=-2.58, Synergy_Bliss=1.38, Synergy_Loewe=-7.58, Synergy_HSA=-3.04. (5) Drug 1: CC1=C2C(C(=O)C3(C(CC4C(C3C(C(C2(C)C)(CC1OC(=O)C(C(C5=CC=CC=C5)NC(=O)C6=CC=CC=C6)O)O)OC(=O)C7=CC=CC=C7)(CO4)OC(=O)C)O)C)OC(=O)C. Drug 2: CC12CCC3C(C1CCC2OP(=O)(O)O)CCC4=C3C=CC(=C4)OC(=O)N(CCCl)CCCl.[Na+]. Cell line: RXF 393. Synergy scores: CSS=27.2, Synergy_ZIP=4.22, Synergy_Bliss=11.2, Synergy_Loewe=11.0, Synergy_HSA=10.1.